This data is from Full USPTO retrosynthesis dataset with 1.9M reactions from patents (1976-2016). The task is: Predict the reactants needed to synthesize the given product. Given the product [C:19]([CH2:20][NH:21][C:10]([CH:9]([NH:8][C:6](=[O:7])[O:5][C:1]([CH3:2])([CH3:3])[CH3:4])[CH2:13][CH:14]([CH3:16])[CH3:15])=[O:12])#[N:18], predict the reactants needed to synthesize it. The reactants are: [C:1]([O:5][C:6]([NH:8][CH:9]([CH2:13][CH:14]([CH3:16])[CH3:15])[C:10]([OH:12])=O)=[O:7])([CH3:4])([CH3:3])[CH3:2].Cl.[NH2:18][CH2:19][C:20]#[N:21].C1CN([P+](ON2N=NC3C=CC=CC2=3)(N2CCCC2)N2CCCC2)CC1.F[P-](F)(F)(F)(F)F.C(N(CC)CC)C.